This data is from Reaction yield outcomes from USPTO patents with 853,638 reactions. The task is: Predict the reaction yield, written as a fraction of the theoretical maximum amount of product (1.0 means a 100% yield; for example, 0.34 means a 34% yield). (1) The reactants are [H-].[Na+].[Br:3][C:4]1[CH:5]=[C:6]([C:13]([O:15][CH3:16])=[O:14])[C:7]2[CH:8]=[CH:9][NH:10][C:11]=2[CH:12]=1.Br[CH:18]([CH2:20][CH3:21])[CH3:19]. The catalyst is CN(C=O)C.O. The product is [Br:3][C:4]1[CH:5]=[C:6]([C:13]([O:15][CH3:16])=[O:14])[C:7]2[CH:8]=[CH:9][N:10]([CH:18]([CH2:20][CH3:21])[CH3:19])[C:11]=2[CH:12]=1. The yield is 0.401. (2) The reactants are [C:1]1([C:7]2[CH:12]=[C:11]([CH:13]3[CH2:18][C:17](=[O:19])[NH:16][C:15](=[O:20])[CH2:14]3)[CH:10]=[CH:9][C:8]=2[NH:21][C:22]([C:24]2[N:25](COCC[Si](C)(C)C)[CH:26]=[C:27]([C:29]#[N:30])[N:28]=2)=[O:23])[CH2:6][CH2:5][CH2:4][CH2:3][CH:2]=1.C(O)(C(F)(F)F)=O. The catalyst is C(Cl)Cl.CCO. The product is [C:1]1([C:7]2[CH:12]=[C:11]([CH:13]3[CH2:14][C:15](=[O:20])[NH:16][C:17](=[O:19])[CH2:18]3)[CH:10]=[CH:9][C:8]=2[NH:21][C:22]([C:24]2[NH:25][CH:26]=[C:27]([C:29]#[N:30])[N:28]=2)=[O:23])[CH2:6][CH2:5][CH2:4][CH2:3][CH:2]=1. The yield is 0.0800.